This data is from Forward reaction prediction with 1.9M reactions from USPTO patents (1976-2016). The task is: Predict the product of the given reaction. Given the reactants [Br:1][C:2]1[C:7](=[O:8])[NH:6][C:5]([C:9]([F:12])([F:11])[F:10])=[C:4]([C:13]([OH:15])=O)[CH:3]=1.S(Cl)(Cl)=O.[NH2:20][CH2:21][C@@H:22]([OH:39])[CH2:23][N:24]1[CH2:29][CH2:28][CH:27]([O:30][C:31]2[CH:36]=[CH:35][C:34]([Cl:37])=[C:33]([Cl:38])[CH:32]=2)[CH2:26][CH2:25]1, predict the reaction product. The product is: [Br:1][C:2]1[C:7](=[O:8])[NH:6][C:5]([C:9]([F:10])([F:11])[F:12])=[C:4]([C:13]([NH:20][CH2:21][C@@H:22]([OH:39])[CH2:23][N:24]2[CH2:29][CH2:28][CH:27]([O:30][C:31]3[CH:36]=[CH:35][C:34]([Cl:37])=[C:33]([Cl:38])[CH:32]=3)[CH2:26][CH2:25]2)=[O:15])[CH:3]=1.